From a dataset of Retrosynthesis with 50K atom-mapped reactions and 10 reaction types from USPTO. Predict the reactants needed to synthesize the given product. The reactants are: CC(C)(C)OC(=O)N[C@H](C=O)CC1CCCCC1.C[C@H](CBr)COCc1ccccc1. Given the product C[C@@H](COCc1ccccc1)C[C@H](O)[C@H](CC1CCCCC1)NC(=O)OC(C)(C)C, predict the reactants needed to synthesize it.